Dataset: Peptide-MHC class II binding affinity with 134,281 pairs from IEDB. Task: Regression. Given a peptide amino acid sequence and an MHC pseudo amino acid sequence, predict their binding affinity value. This is MHC class II binding data. (1) The peptide sequence is KQIANELNYILWENN. The MHC is DRB4_0101 with pseudo-sequence DRB4_0103. The binding affinity (normalized) is 0.408. (2) The peptide sequence is AFSPEVIPMFSALSEGA. The MHC is DRB1_1001 with pseudo-sequence DRB1_1001. The binding affinity (normalized) is 0.756.